This data is from Catalyst prediction with 721,799 reactions and 888 catalyst types from USPTO. The task is: Predict which catalyst facilitates the given reaction. (1) Reactant: [CH2:1]([C:5]1[CH:14]=[N:13][C:12]2[C:7](=[CH:8][CH:9]=[CH:10][CH:11]=2)[N:6]=1)[CH:2]([CH3:4])[CH3:3]. Product: [CH2:1]([C@H:5]1[CH2:14][NH:13][C:12]2[C:7](=[CH:8][CH:9]=[CH:10][CH:11]=2)[NH:6]1)[CH:2]([CH3:4])[CH3:3]. The catalyst class is: 11. (2) Reactant: [F:1][C:2]([F:28])([F:27])[C:3]1[CH:8]=[CH:7][C:6]([C:9]2[C:10]([C:15]([NH:17][C:18]3[CH:19]=[C:20]([CH:24]=[CH:25][CH:26]=3)[C:21](O)=[O:22])=[O:16])=[CH:11][CH:12]=[CH:13][CH:14]=2)=[CH:5][CH:4]=1.[NH2:29][CH2:30][C:31]1[CH:36]=[CH:35][C:34]([S:37]([NH:40][C:41]2[CH:46]=[CH:45][CH:44]=[CH:43][CH:42]=2)(=[O:39])=[O:38])=[CH:33][CH:32]=1.C(P(O)(=O)O)CC.CN1CCOCC1. Product: [C:41]1([NH:40][S:37]([C:34]2[CH:33]=[CH:32][C:31]([CH2:30][NH:29][C:21](=[O:22])[C:20]3[CH:24]=[CH:25][CH:26]=[C:18]([NH:17][C:15]([C:10]4[C:9]([C:6]5[CH:5]=[CH:4][C:3]([C:2]([F:27])([F:1])[F:28])=[CH:8][CH:7]=5)=[CH:14][CH:13]=[CH:12][CH:11]=4)=[O:16])[CH:19]=3)=[CH:36][CH:35]=2)(=[O:38])=[O:39])[CH:42]=[CH:43][CH:44]=[CH:45][CH:46]=1. The catalyst class is: 4. (3) Reactant: [C:1]1([CH2:7][O:8][C:9]([N:11]2[CH2:16][CH2:15][N:14]([C:17]3[CH:34]=[CH:33][C:20]4[CH2:21][CH2:22][N:23]([C:26](OC(C)(C)C)=O)[CH2:24][CH2:25][C:19]=4[CH:18]=3)[CH2:13][CH2:12]2)=[O:10])[CH:6]=[CH:5][CH:4]=[CH:3][CH:2]=1.FC(F)(F)C(O)=O.[C:42]1(=O)[CH2:46]C[CH2:44][CH2:43]1.C(O)(=O)C.C(O[BH-](OC(=O)C)OC(=O)C)(=O)C.[Na+].Cl.[OH-].[Na+]. Product: [CH:26]1([N:23]2[CH2:22][CH2:21][C:20]3[CH:33]=[CH:34][C:17]([N:14]4[CH2:15][CH2:16][N:11]([C:9]([O:8][CH2:7][C:1]5[CH:6]=[CH:5][CH:4]=[CH:3][CH:2]=5)=[O:10])[CH2:12][CH2:13]4)=[CH:18][C:19]=3[CH2:25][CH2:24]2)[CH2:44][CH2:43][CH2:42][CH2:46]1. The catalyst class is: 4. (4) Reactant: [Cl:1][C:2]1[CH:7]=[CH:6][C:5]([CH2:8][CH2:9][CH2:10][OH:11])=[CH:4][CH:3]=1.[CH3:12]I.[H-].[Na+]. Product: [CH3:12][O:11][CH2:10][CH2:9][CH2:8][C:5]1[CH:4]=[CH:3][C:2]([Cl:1])=[CH:7][CH:6]=1. The catalyst class is: 7.